The task is: Predict the reaction yield, written as a fraction of the theoretical maximum amount of product (1.0 means a 100% yield; for example, 0.34 means a 34% yield).. This data is from Reaction yield outcomes from USPTO patents with 853,638 reactions. The reactants are [Br:1][C:2]1[CH:7]=[CH:6][C:5]([CH2:8][CH2:9][NH2:10])=[CH:4][CH:3]=1.[C:11](O[C:11]([O:13][C:14]([CH3:17])([CH3:16])[CH3:15])=[O:12])([O:13][C:14]([CH3:17])([CH3:16])[CH3:15])=[O:12]. The catalyst is C1COCC1. The product is [Br:1][C:2]1[CH:7]=[CH:6][C:5]([CH2:8][CH2:9][NH:10][C:11](=[O:12])[O:13][C:14]([CH3:17])([CH3:16])[CH3:15])=[CH:4][CH:3]=1. The yield is 0.963.